Dataset: Full USPTO retrosynthesis dataset with 1.9M reactions from patents (1976-2016). Task: Predict the reactants needed to synthesize the given product. (1) Given the product [CH2:33]([O:32][CH2:31][C@H:13]([NH:12][C:9](=[O:11])[CH2:8][C:2]1[CH:3]=[CH:4][CH:5]=[CH:6][CH:7]=1)[C:14]([NH:16][C:17]1[CH:22]=[CH:21][C:20]([O:23][C:24]2[CH:29]=[CH:28][C:27]([F:30])=[CH:26][CH:25]=2)=[CH:19][CH:18]=1)=[O:15])[C:34]1[CH:39]=[CH:38][CH:37]=[CH:36][CH:35]=1, predict the reactants needed to synthesize it. The reactants are: Cl.[C:2]1([CH2:8][C:9]([OH:11])=O)[CH:7]=[CH:6][CH:5]=[CH:4][CH:3]=1.[NH2:12][C@@H:13]([CH2:31][O:32][CH2:33][C:34]1[CH:39]=[CH:38][CH:37]=[CH:36][CH:35]=1)[C:14]([NH:16][C:17]1[CH:22]=[CH:21][C:20]([O:23][C:24]2[CH:29]=[CH:28][C:27]([F:30])=[CH:26][CH:25]=2)=[CH:19][CH:18]=1)=[O:15]. (2) The reactants are: [F:1][C:2]([F:31])([F:30])[C:3]1[CH:29]=[CH:28][C:6]([O:7][CH2:8][C:9]2[NH:13][C:12]3[CH:14]=[CH:15][C:16]([C:18]4[CH:23]=[CH:22][CH:21]=[CH:20][C:19]=4[CH:24]([OH:27])[CH2:25][CH3:26])=[CH:17][C:11]=3[N:10]=2)=[CH:5][CH:4]=1.CC(OI1(OC(C)=O)(OC(C)=O)OC(=O)C2C=CC=CC1=2)=O. Given the product [F:31][C:2]([F:1])([F:30])[C:3]1[CH:29]=[CH:28][C:6]([O:7][CH2:8][C:9]2[NH:13][C:12]3[CH:14]=[CH:15][C:16]([C:18]4[CH:23]=[CH:22][CH:21]=[CH:20][C:19]=4[C:24](=[O:27])[CH2:25][CH3:26])=[CH:17][C:11]=3[N:10]=2)=[CH:5][CH:4]=1, predict the reactants needed to synthesize it.